From a dataset of Catalyst prediction with 721,799 reactions and 888 catalyst types from USPTO. Predict which catalyst facilitates the given reaction. (1) Reactant: [C:1]([C:4]1[CH:9]=[CH:8][CH:7]=[CH:6][CH:5]=1)(=O)[CH3:2].[NH2:10][NH2:11]. Product: [C:4]1([CH2:1][CH:2]=[N+:10]=[N-:11])[CH:9]=[CH:8][CH:7]=[CH:6][CH:5]=1. The catalyst class is: 8. (2) Reactant: [CH2:1]([C:5]1[CH:6]=[C:7]([C:11]([OH:13])=O)[S:8][C:9]=1[CH3:10])[CH:2]([CH3:4])[CH3:3].CCN(C(C)C)C(C)C.CN(C(ON1N=NC2C=CC=CC1=2)=[N+](C)C)C.[B-](F)(F)(F)F.[CH2:45]([C:47]1[CH:52]=[C:51]([C:53](=[NH:56])[NH:54]O)[CH:50]=[C:49]([CH3:57])[C:48]=1[CH2:58][CH2:59][C:60]([OH:62])=[O:61])[CH3:46]. Product: [CH2:45]([C:47]1[CH:52]=[C:51]([C:53]2[N:54]=[C:11]([C:7]3[S:8][C:9]([CH3:10])=[C:5]([CH2:1][CH:2]([CH3:3])[CH3:4])[CH:6]=3)[O:13][N:56]=2)[CH:50]=[C:49]([CH3:57])[C:48]=1[CH2:58][CH2:59][C:60]([OH:62])=[O:61])[CH3:46]. The catalyst class is: 2. (3) Reactant: C(OC([N:8]1[CH2:13][CH2:12][CH:11]([S:14][C:15]2[CH:20]=[CH:19][CH:18]=[CH:17][C:16]=2[C:21]([F:24])([F:23])[F:22])[CH2:10][CH2:9]1)=O)(C)(C)C.[ClH:25]. Product: [ClH:25].[F:23][C:21]([F:22])([F:24])[C:16]1[CH:17]=[CH:18][CH:19]=[CH:20][C:15]=1[S:14][CH:11]1[CH2:12][CH2:13][NH:8][CH2:9][CH2:10]1. The catalyst class is: 12.